From a dataset of HIV replication inhibition screening data with 41,000+ compounds from the AIDS Antiviral Screen. Binary Classification. Given a drug SMILES string, predict its activity (active/inactive) in a high-throughput screening assay against a specified biological target. (1) The drug is CCC1(c2ccc(OC)c(OC)c2)CCN(S(=O)(=O)c2ccc(C)cc2)C1. The result is 0 (inactive). (2) The compound is OC(CC(O)(C(F)(F)Cl)C(F)(F)Cl)c1ccccc1. The result is 0 (inactive). (3) The compound is C1OC2OCC1O2. The result is 0 (inactive). (4) The molecule is CC1(C)CCCCCCCCCC(C)(CCCCCCCCCCCCO)C1=O. The result is 0 (inactive). (5) The molecule is [Br-].c1ccc(C[n+]2ccc3c(c2)CCCC3)cc1. The result is 0 (inactive).